This data is from Peptide-MHC class I binding affinity with 185,985 pairs from IEDB/IMGT. The task is: Regression. Given a peptide amino acid sequence and an MHC pseudo amino acid sequence, predict their binding affinity value. This is MHC class I binding data. The peptide sequence is QVPLRPMTFK. The MHC is HLA-B18:01 with pseudo-sequence HLA-B18:01. The binding affinity (normalized) is 0.